Dataset: Merck oncology drug combination screen with 23,052 pairs across 39 cell lines. Task: Regression. Given two drug SMILES strings and cell line genomic features, predict the synergy score measuring deviation from expected non-interaction effect. (1) Drug 1: CC1CC2C3CCC4=CC(=O)C=CC4(C)C3(F)C(O)CC2(C)C1(O)C(=O)CO. Drug 2: C=CCn1c(=O)c2cnc(Nc3ccc(N4CCN(C)CC4)cc3)nc2n1-c1cccc(C(C)(C)O)n1. Cell line: NCIH2122. Synergy scores: synergy=12.7. (2) Drug 1: CS(=O)(=O)CCNCc1ccc(-c2ccc3ncnc(Nc4ccc(OCc5cccc(F)c5)c(Cl)c4)c3c2)o1. Drug 2: NC1CCCCC1N.O=C(O)C(=O)O.[Pt+2]. Cell line: RKO. Synergy scores: synergy=-12.7.